This data is from Retrosynthesis with 50K atom-mapped reactions and 10 reaction types from USPTO. The task is: Predict the reactants needed to synthesize the given product. (1) Given the product CC(C)(C)OC(=O)NCCC1CCN(c2ccc(Br)cn2)CC1, predict the reactants needed to synthesize it. The reactants are: Brc1ccc(Br)nc1.CC(C)(C)OC(=O)NCCC1CCNCC1. (2) Given the product CNCc1cc(-c2ccccc2)n(S(=O)(=O)c2ccccc2)c1Cl, predict the reactants needed to synthesize it. The reactants are: CN.O=Cc1cc(-c2ccccc2)n(S(=O)(=O)c2ccccc2)c1Cl.